Dataset: Retrosynthesis with 50K atom-mapped reactions and 10 reaction types from USPTO. Task: Predict the reactants needed to synthesize the given product. Given the product COCCOc1ccc(CCCO)c(OCC2CC2)c1, predict the reactants needed to synthesize it. The reactants are: CCOC(=O)CCc1ccc(OCCOC)cc1OCC1CC1.